From a dataset of Rat liver microsome stability data. Regression/Classification. Given a drug SMILES string, predict its absorption, distribution, metabolism, or excretion properties. Task type varies by dataset: regression for continuous measurements (e.g., permeability, clearance, half-life) or binary classification for categorical outcomes (e.g., BBB penetration, CYP inhibition). Dataset: rlm. (1) The compound is Cc1ccccc1S(=O)(=O)N1CCc2cc(-c3nc(NC(=O)Cc4ccc5c(c4)OCO5)sc3C)ccc21. The result is 1 (stable in rat liver microsomes). (2) The compound is COc1ccc(S(=O)(=O)N2CCN(C(=O)C3COc4ccccc4O3)CC2)cc1. The result is 1 (stable in rat liver microsomes). (3) The compound is CCNC(=O)c1coc(COc2ccc3c(c2)C(c2ccc(F)cc2)N(C(=O)CC(C)C)CC3)n1. The result is 1 (stable in rat liver microsomes). (4) The drug is CN1CCN(C(=O)c2cn(Cc3cncn3Cc3ccc4c(c3)OCO4)cc2-c2cccc3ccccc23)CC1. The result is 0 (unstable in rat liver microsomes). (5) The molecule is COC(=O)Nc1ccc2c(c1)oc1cc(S(=O)(=O)N[C@@H](C(=O)O)C(C)C)ccc12. The result is 0 (unstable in rat liver microsomes). (6) The molecule is COc1ccc(CN(C2CCCCC2C)S(=O)(=O)c2ccc(S(=O)(=O)N(C)C)cc2)cc1OC. The result is 1 (stable in rat liver microsomes).